Dataset: Reaction yield outcomes from USPTO patents with 853,638 reactions. Task: Predict the reaction yield, written as a fraction of the theoretical maximum amount of product (1.0 means a 100% yield; for example, 0.34 means a 34% yield). (1) The reactants are Cl.Cl.[NH:3]1[CH2:8][CH2:7][CH:6]([NH:9][C:10]([NH:12][C:13]2[N:14]=[C:15]3[CH:21]=[CH:20][N:19]([CH2:22][O:23][CH2:24][CH2:25][Si:26]([CH3:29])([CH3:28])[CH3:27])[C:16]3=[N:17][CH:18]=2)=[O:11])[CH2:5][CH2:4]1.C(N(CC)C(C)C)(C)C.Cl[C:40]([O:42][CH3:43])=[O:41]. The catalyst is C(Cl)Cl. The product is [CH3:43][O:42][C:40]([N:3]1[CH2:8][CH2:7][CH:6]([NH:9][C:10]([NH:12][C:13]2[N:14]=[C:15]3[CH:21]=[CH:20][N:19]([CH2:22][O:23][CH2:24][CH2:25][Si:26]([CH3:29])([CH3:28])[CH3:27])[C:16]3=[N:17][CH:18]=2)=[O:11])[CH2:5][CH2:4]1)=[O:41]. The yield is 0.760. (2) The reactants are C(O[CH:4](OCC)[C:5](=[NH:8])OC)C.[CH3:12][C:13]1[CH:14]=[CH:15][C:16]([CH2:19][NH2:20])=[CH:17][CH:18]=1. The catalyst is CO. The product is [CH3:12][C:13]1[CH:14]=[C:15]2[C:4](=[CH:17][CH:18]=1)[CH:5]=[N:8][C:19]([NH2:20])=[CH:16]2. The yield is 0.630. (3) The reactants are Br[C:2]1[CH:3]=[C:4]([C:9]([O:11][CH3:12])=[O:10])[O:5][C:6]=1[CH2:7][CH3:8].C(=O)([O-])[O-].[K+].[K+].[CH3:19][N:20]1[C:24](B2OC(C)(C)C(C)(C)O2)=[CH:23][CH:22]=[N:21]1. The catalyst is CC(C)([P](C(C)(C)C)([Pd][P](C(C)(C)C)(C(C)(C)C)C(C)(C)C)C(C)(C)C)C. The product is [CH2:7]([C:6]1[O:5][C:4]([C:9]([O:11][CH3:12])=[O:10])=[CH:3][C:2]=1[C:24]1[N:20]([CH3:19])[N:21]=[CH:22][CH:23]=1)[CH3:8]. The yield is 0.713. (4) The reactants are [CH3:1][CH:2]1[CH2:7][CH2:6][CH2:5][CH2:4][C:3]1=O.[C:9]1([C@H:15]([NH2:17])[CH3:16])[CH:14]=[CH:13][CH:12]=[CH:11][CH:10]=1. The catalyst is C1(C)C=CC=CC=1. The product is [CH3:1][CH:2]1[CH2:7][CH2:6][CH2:5][CH2:4]/[C:3]/1=[N:17]\[C@@H:15]([C:9]1[CH:14]=[CH:13][CH:12]=[CH:11][CH:10]=1)[CH3:16]. The yield is 0.840. (5) The reactants are [C:1](=[O:19])([O:17][CH3:18])[O:2][C:3]1[CH:8]=[C:7]([N+:9]([O-:11])=[O:10])[C:6]([C:12]([CH3:15])([CH3:14])[CH3:13])=[CH:5][C:4]=1Br.[C:20]1(B(O)O)[CH2:24][CH2:23][CH2:22][CH:21]=1.C([O-])([O-])=O.[Na+].[Na+].C(O)C. The catalyst is C1C=CC([P]([Pd]([P](C2C=CC=CC=2)(C2C=CC=CC=2)C2C=CC=CC=2)([P](C2C=CC=CC=2)(C2C=CC=CC=2)C2C=CC=CC=2)[P](C2C=CC=CC=2)(C2C=CC=CC=2)C2C=CC=CC=2)(C2C=CC=CC=2)C2C=CC=CC=2)=CC=1.C1(C)C=CC=CC=1. The product is [C:1](=[O:19])([O:17][CH3:18])[O:2][C:3]1[CH:8]=[C:7]([N+:9]([O-:11])=[O:10])[C:6]([C:12]([CH3:15])([CH3:14])[CH3:13])=[CH:5][C:4]=1[C:20]1[CH2:24][CH2:23][CH2:22][CH:21]=1. The yield is 0.400. (6) The reactants are [F:1][C:2]1[C:10]2[C:9]([CH3:12])([CH3:11])[O:8][B:7]([OH:13])[C:6]=2[CH:5]=[C:4]([CH:14]=O)[CH:3]=1.[NH2:16][OH:17].Cl.CC([O-])=O.[Na+]. The catalyst is C1COCC1.O. The product is [F:1][C:2]1[C:10]2[C:9]([CH3:12])([CH3:11])[O:8][B:7]([OH:13])[C:6]=2[CH:5]=[C:4](/[CH:14]=[N:16]/[OH:17])[CH:3]=1. The yield is 0.958.